From a dataset of Forward reaction prediction with 1.9M reactions from USPTO patents (1976-2016). Predict the product of the given reaction. Given the reactants [BH4-].[Na+].C[O:4][C:5](=O)[C:6]([NH2:17])([C:8]1[CH:13]=[C:12]([Br:14])[C:11]([F:15])=[CH:10][C:9]=1[F:16])[CH3:7], predict the reaction product. The product is: [NH2:17][C:6]([C:8]1[CH:13]=[C:12]([Br:14])[C:11]([F:15])=[CH:10][C:9]=1[F:16])([CH3:7])[CH2:5][OH:4].